Dataset: Forward reaction prediction with 1.9M reactions from USPTO patents (1976-2016). Task: Predict the product of the given reaction. (1) Given the reactants C[O:2][C:3]([C@@H:5]1[CH2:10][N:9]([C:11](=[O:13])[CH3:12])[CH2:8][CH2:7][N:6]1[C:14](=[O:22])[C:15]1[CH:20]=[CH:19][C:18]([Cl:21])=[CH:17][CH:16]=1)=[O:4].[Li+].[OH-].O.Cl, predict the reaction product. The product is: [C:11]([N:9]1[CH2:8][CH2:7][N:6]([C:14](=[O:22])[C:15]2[CH:20]=[CH:19][C:18]([Cl:21])=[CH:17][CH:16]=2)[C@H:5]([C:3]([OH:4])=[O:2])[CH2:10]1)(=[O:13])[CH3:12]. (2) Given the reactants [CH:1]1([Mg]Cl)[CH2:6][CH2:5][CH2:4][CH2:3][CH2:2]1.[C:9]([C:13]1[CH:14]=[C:15]([CH:20]=[C:21]([C:23]([CH3:26])([CH3:25])[CH3:24])[CH:22]=1)[CH2:16][CH:17]1[CH2:19][O:18]1)([CH3:12])([CH3:11])[CH3:10], predict the reaction product. The product is: [CH:1]1([CH2:19][CH:17]([OH:18])[CH2:16][C:15]2[CH:20]=[C:21]([C:23]([CH3:25])([CH3:24])[CH3:26])[CH:22]=[C:13]([C:9]([CH3:12])([CH3:11])[CH3:10])[CH:14]=2)[CH2:6][CH2:5][CH2:4][CH2:3][CH2:2]1. (3) The product is: [F:38][C:37]([F:40])([F:39])[C:35]([OH:41])=[O:36].[NH2:7][CH:8]([CH:28]1[CH2:29][CH2:30][CH2:31][CH2:32][CH2:33]1)[C:9]([N:11]1[CH2:15][CH2:14][CH2:13][C@H:12]1[C:16]1[N:17]=[N:18][N:19]([CH2:21][C:22]2[CH:27]=[CH:26][CH:25]=[CH:24][CH:23]=2)[N:20]=1)=[O:10]. Given the reactants C(OC(=O)[NH:7][CH:8]([CH:28]1[CH2:33][CH2:32][CH2:31][CH2:30][CH2:29]1)[C:9]([N:11]1[CH2:15][CH2:14][CH2:13][C@H:12]1[C:16]1[N:17]=[N:18][N:19]([CH2:21][C:22]2[CH:27]=[CH:26][CH:25]=[CH:24][CH:23]=2)[N:20]=1)=[O:10])(C)(C)C.[C:35]([OH:41])([C:37]([F:40])([F:39])[F:38])=[O:36], predict the reaction product. (4) Given the reactants [CH2:1]([O:3][C:4]1[N:9]=[C:8]([CH:10](C(OC)=O)[C:11]([O:13][C:14](C)(C)C)=[O:12])[CH:7]=[CH:6][C:5]=1[N+:22]([O-:24])=[O:23])[CH3:2].FC(F)(F)C(O)=O, predict the reaction product. The product is: [CH2:1]([O:3][C:4]1[N:9]=[C:8]([CH2:10][C:11]([O:13][CH3:14])=[O:12])[CH:7]=[CH:6][C:5]=1[N+:22]([O-:24])=[O:23])[CH3:2]. (5) Given the reactants Cl.[NH2:2][C@@H:3]1[CH2:8][CH2:7][C@H:6]([NH:9][C:10]([C:12]2[C:16]3=[N:17][CH:18]=[CH:19][C:20]([C:21]4[C:29]5[O:28][CH2:27][O:26][C:25]=5[CH:24]=[CH:23][C:22]=4[O:30][CH2:31][CH:32]4[CH2:34][CH2:33]4)=[C:15]3[NH:14][C:13]=2[CH3:35])=[O:11])[CH2:5][CH2:4]1.Cl[C:37]([O:39][CH2:40][CH3:41])=[O:38], predict the reaction product. The product is: [CH:32]1([CH2:31][O:30][C:22]2[CH:23]=[CH:24][C:25]3[O:26][CH2:27][O:28][C:29]=3[C:21]=2[C:20]2[CH:19]=[CH:18][N:17]=[C:16]3[C:12]([C:10]([NH:9][C@@H:6]4[CH2:7][CH2:8][C@H:3]([NH:2][C:37](=[O:38])[O:39][CH2:40][CH3:41])[CH2:4][CH2:5]4)=[O:11])=[C:13]([CH3:35])[NH:14][C:15]=23)[CH2:33][CH2:34]1. (6) Given the reactants [OH:1][C@@H:2]1[CH2:25][CH2:24][C@@:23]2([CH3:26])[C@H:4](/[C:5](=[CH:29]\[CH3:30])/[C:6](=[O:28])[C@@H:7]3[C@@H:22]2[CH2:21][CH2:20][C@@:19]2([CH3:27])[C@H:8]3[CH2:9][CH2:10][C@@H:11]2[C@H:12]([CH3:18])[CH2:13][CH2:14][C:15]([OH:17])=[O:16])[CH2:3]1.[OH-].[Na+], predict the reaction product. The product is: [OH:1][C@@H:2]1[CH2:25][CH2:24][C@@:23]2([CH3:26])[C@H:4]([C@@H:5]([CH2:29][CH3:30])[C:6](=[O:28])[C@@H:7]3[C@@H:22]2[CH2:21][CH2:20][C@@:19]2([CH3:27])[C@H:8]3[CH2:9][CH2:10][C@@H:11]2[C@H:12]([CH3:18])[CH2:13][CH2:14][C:15]([OH:17])=[O:16])[CH2:3]1.